Task: Predict the reaction yield, written as a fraction of the theoretical maximum amount of product (1.0 means a 100% yield; for example, 0.34 means a 34% yield).. Dataset: Reaction yield outcomes from USPTO patents with 853,638 reactions (1) The reactants are [NH:1]1[C:5]2=[C:6]3[C:10](=[C:11]([C:13]#[N:14])[CH:12]=[C:4]2[CH2:3][CH2:2]1)[NH:9][CH:8]=[CH:7]3.C([O-])([O-])=[O:16].[K+].[K+].OO.O. The catalyst is CS(C)=O. The product is [NH:1]1[C:5]2=[C:6]3[C:10](=[C:11]([C:13]([NH2:14])=[O:16])[CH:12]=[C:4]2[CH2:3][CH2:2]1)[NH:9][CH:8]=[CH:7]3. The yield is 0.400. (2) The reactants are [F:1][C:2]1[CH:8]=[CH:7][C:5]([NH2:6])=[CH:4][C:3]=1[CH3:9].[C:10](OC(=O)C)(=[O:12])[CH3:11].N. The catalyst is O. The product is [F:1][C:2]1[CH:8]=[CH:7][C:5]([NH:6][C:10](=[O:12])[CH3:11])=[CH:4][C:3]=1[CH3:9]. The yield is 1.00. (3) The reactants are [C:1]([NH:5][C:6]1[N:14]=[C:13]([Cl:15])[N:12]=[C:11]2[C:7]=1[N:8]=[C:9]([CH2:16][CH3:17])[NH:10]2)([CH3:4])([CH3:3])[CH3:2].[CH3:18][O:19][C:20]1[CH:25]=[CH:24][C:23]([CH:26]([C:28]2[CH:33]=[CH:32][C:31]([O:34][CH3:35])=[CH:30][CH:29]=2)O)=[CH:22][CH:21]=1.S(=O)(=O)(O)O.C(=O)(O)[O-].[Na+]. The catalyst is C(O)(=O)C. The product is [CH3:35][O:34][C:31]1[CH:30]=[CH:29][C:28]([CH:26]([C:23]2[CH:24]=[CH:25][C:20]([O:19][CH3:18])=[CH:21][CH:22]=2)[N:10]2[C:9]([CH2:16][CH3:17])=[N:8][C:7]3[C:11]2=[N:12][C:13]([Cl:15])=[N:14][C:6]=3[NH:5][C:1]([CH3:4])([CH3:3])[CH3:2])=[CH:33][CH:32]=1. The yield is 0.670. (4) The yield is 0.570. The catalyst is COCCOC.O.C1C=CC([P]([Pd]([P](C2C=CC=CC=2)(C2C=CC=CC=2)C2C=CC=CC=2)([P](C2C=CC=CC=2)(C2C=CC=CC=2)C2C=CC=CC=2)[P](C2C=CC=CC=2)(C2C=CC=CC=2)C2C=CC=CC=2)(C2C=CC=CC=2)C2C=CC=CC=2)=CC=1. The reactants are N[C:2]1[CH:13]=[CH:12][C:11](Br)=[CH:10][C:3]=1[C:4]([N:6]([O:8][CH3:9])[CH3:7])=[O:5].[Cl:15][C:16]1[CH:17]=[C:18](B(O)O)[CH:19]=[CH:20][CH:21]=1.C(=O)([O-])[O-].[Na+].[Na+]. The product is [Cl:15][C:16]1[CH:21]=[C:20]([C:11]2[CH:12]=[CH:13][CH:2]=[C:3]([CH:10]=2)[C:4]([N:6]([O:8][CH3:9])[CH3:7])=[O:5])[CH:19]=[CH:18][CH:17]=1. (5) The catalyst is C(Cl)Cl. The yield is 0.700. The product is [Br:36][C:23]1[C:14]([N:11]2[CH2:12][CH2:13][N:8]([C:6]([O:5][C:1]([CH3:4])([CH3:3])[CH3:2])=[O:7])[CH2:9][CH2:10]2)=[CH:15][CH:16]=[C:17]2[C:22]=1[CH:21]=[N:20][C:19]([C:24]([O:26][CH2:27][CH3:28])=[O:25])=[CH:18]2. The reactants are [C:1]([O:5][C:6]([N:8]1[CH2:13][CH2:12][N:11]([C:14]2[CH:23]=[C:22]3[C:17]([CH:18]=[C:19]([C:24]([O:26][CH2:27][CH3:28])=[O:25])[N:20]=[CH:21]3)=[CH:16][CH:15]=2)[CH2:10][CH2:9]1)=[O:7])([CH3:4])([CH3:3])[CH3:2].C1C(=O)N([Br:36])C(=O)C1.[O-]S([O-])=O.[Na+].[Na+]. (6) The reactants are CO[C:3](=[O:24])[C:4]1[CH:9]=[CH:8][C:7]([O:10][CH2:11][C:12]2[C:13]([C:17]3[CH:22]=[CH:21][C:20]([F:23])=[CH:19][CH:18]=3)=[N:14][O:15][CH:16]=2)=[N:6][CH:5]=1.[CH3:25][C@H:26]([NH2:29])[CH2:27][OH:28]. No catalyst specified. The product is [F:23][C:20]1[CH:19]=[CH:18][C:17]([C:13]2[C:12]([CH2:11][O:10][C:7]3[CH:8]=[CH:9][C:4]([C:3]([NH:29][C@@H:26]([CH3:25])[CH2:27][OH:28])=[O:24])=[CH:5][N:6]=3)=[CH:16][O:15][N:14]=2)=[CH:22][CH:21]=1. The yield is 0.590. (7) The reactants are [CH3:1][C@@H:2]1[CH2:6][N:5]([C:7](OC(C)(C)C)=[O:8])[C@H:4]([C:14]2[NH:18][C:17]3[C:19]4[C:24]([CH:25]=[CH:26][C:16]=3[N:15]=2)=[CH:23][C:22]2[C:27]3[C:32]([CH2:33][O:34][C:21]=2[CH:20]=4)=[CH:31][C:30]([B:35]2[O:39][C:38]([CH3:41])([CH3:40])[C:37]([CH3:43])([CH3:42])[O:36]2)=[CH:29][CH:28]=3)[CH2:3]1.Cl.[CH3:45][O:46][C:47]([NH:49][C@@H:50]([CH:54]([CH3:56])[CH3:55])C(O)=O)=[O:48].CN(C(ON1N=NC2C=CC=NC1=2)=[N+](C)C)C.F[P-](F)(F)(F)(F)F.CCN(C(C)C)C(C)C. The catalyst is C(Cl)Cl.CCOC(C)=O.CN(C=O)C.CO. The product is [CH3:45][O:46][C:47](=[O:48])[NH:49][C@@H:50]([CH:54]([CH3:56])[CH3:55])[C:7]([N:5]1[CH2:6][C@@H:2]([CH3:1])[CH2:3][C@H:4]1[C:14]1[NH:18][C:17]2[C:19]3[C:24]([CH:25]=[CH:26][C:16]=2[N:15]=1)=[CH:23][C:22]1[C:27]2[C:32]([CH2:33][O:34][C:21]=1[CH:20]=3)=[CH:31][C:30]([B:35]1[O:39][C:38]([CH3:40])([CH3:41])[C:37]([CH3:42])([CH3:43])[O:36]1)=[CH:29][CH:28]=2)=[O:8]. The yield is 0.570. (8) The reactants are [CH:1]([N:3]([CH2:5][C:6]1[CH:7]=[CH:8][C:9]([N+:15]([O-])=O)=[C:10]([CH:14]=1)[C:11]([OH:13])=[O:12])[CH3:4])=[O:2].[OH-].[Na+].[H][H]. The catalyst is CO.[Pd]. The product is [NH2:15][C:9]1[CH:8]=[CH:7][C:6]([CH2:5][N:3]([CH:1]=[O:2])[CH3:4])=[CH:14][C:10]=1[C:11]([OH:13])=[O:12]. The yield is 0.923. (9) The catalyst is O. The yield is 0.880. The reactants are [Cl:1][C:2]1[CH:3]=[C:4]([C:9]([C:12]2[N:16]([C:17]3[CH:22]=[CH:21][C:20]([F:23])=[CH:19][CH:18]=3)[C:15]([CH:24]=[O:25])=[N:14][CH:13]=2)([CH3:11])[CH3:10])[CH:5]=[CH:6][C:7]=1[Cl:8].C(O)C.[BH4-].[Na+]. The product is [Cl:1][C:2]1[CH:3]=[C:4]([C:9]([C:12]2[N:16]([C:17]3[CH:18]=[CH:19][C:20]([F:23])=[CH:21][CH:22]=3)[C:15]([CH2:24][OH:25])=[N:14][CH:13]=2)([CH3:11])[CH3:10])[CH:5]=[CH:6][C:7]=1[Cl:8]. (10) The reactants are [H-].[Na+].[CH3:3][S:4]([NH2:7])(=[O:6])=[O:5].[Cl:8][C:9]1[CH:10]=[C:11]2[C:16](=[C:17]([C:19](O)=[O:20])[CH:18]=1)[NH:15][CH:14]([C:22]1[CH:27]=[CH:26][CH:25]=[C:24]([N:28]3[CH2:33][CH2:32][O:31][CH2:30][CH2:29]3)[CH:23]=1)[C:13]([CH3:35])([CH3:34])[CH2:12]2.C(N1C=CN=C1)(N1C=CN=C1)=O. The catalyst is CN(C)C=O. The product is [Cl:8][C:9]1[CH:10]=[C:11]2[C:16](=[C:17]([C:19]([NH:7][S:4]([CH3:3])(=[O:6])=[O:5])=[O:20])[CH:18]=1)[NH:15][CH:14]([C:22]1[CH:27]=[CH:26][CH:25]=[C:24]([N:28]3[CH2:33][CH2:32][O:31][CH2:30][CH2:29]3)[CH:23]=1)[C:13]([CH3:35])([CH3:34])[CH2:12]2. The yield is 0.300.